From a dataset of CYP2D6 inhibition data for predicting drug metabolism from PubChem BioAssay. Regression/Classification. Given a drug SMILES string, predict its absorption, distribution, metabolism, or excretion properties. Task type varies by dataset: regression for continuous measurements (e.g., permeability, clearance, half-life) or binary classification for categorical outcomes (e.g., BBB penetration, CYP inhibition). Dataset: cyp2d6_veith. (1) The compound is Cc1ccc(C(=O)COC(=O)c2ccccc2N2C(=O)C3C4CCC(C4)C3C2=O)cc1C. The result is 0 (non-inhibitor). (2) The drug is CC[C@H](NC(=O)c1c(C)c(-c2ccccc2)nc2ccccc12)c1ccccc1. The result is 0 (non-inhibitor). (3) The molecule is O=C(Nc1nnc(SCc2ccc(Cl)cc2)s1)c1ccco1. The result is 0 (non-inhibitor).